Dataset: Forward reaction prediction with 1.9M reactions from USPTO patents (1976-2016). Task: Predict the product of the given reaction. Given the reactants [C:1]([O:5][C:6]([N:8]1[C@@H:12]([CH2:13][C:14]2[CH:19]=[CH:18][C:17]([OH:20])=[CH:16][CH:15]=2)[CH2:11][O:10][C:9]1([CH3:22])[CH3:21])=[O:7])([CH3:4])([CH3:3])[CH3:2].[O:23]([C:30]1[CH:35]=[CH:34][C:33](B(O)O)=[CH:32][CH:31]=1)[C:24]1[CH:29]=[CH:28][CH:27]=[CH:26][CH:25]=1.C(N(CC)CC)C, predict the reaction product. The product is: [C:1]([O:5][C:6]([N:8]1[C@@H:12]([CH2:13][C:14]2[CH:15]=[CH:16][C:17]([O:20][C:33]3[CH:34]=[CH:35][C:30]([O:23][C:24]4[CH:29]=[CH:28][CH:27]=[CH:26][CH:25]=4)=[CH:31][CH:32]=3)=[CH:18][CH:19]=2)[CH2:11][O:10][C:9]1([CH3:22])[CH3:21])=[O:7])([CH3:4])([CH3:2])[CH3:3].